This data is from Full USPTO retrosynthesis dataset with 1.9M reactions from patents (1976-2016). The task is: Predict the reactants needed to synthesize the given product. (1) Given the product [C@@H:5]1([N:29]2[CH:37]=[C:35]([CH3:36])[C:33](=[O:34])[NH:32][C:30]2=[O:31])[O:6][C@H:7]([CH2:8][OH:9])[C@@H:3]([OH:40])[CH2:4]1, predict the reactants needed to synthesize it. The reactants are: C([C@@H:3]1[C@@H:7]([CH2:8][O:9]C(C2C=CC=CC=2)(C2C=CC=CC=2)C2C=CC=CC=2)[O:6][C@@H:5]([N:29]2[CH:37]=[C:35]([CH3:36])[C:33](=[O:34])[NH:32][C:30]2=[O:31])[CH2:4]1)=O.CC(O)=[O:40].Cl.CON. (2) Given the product [Br:1][C:9]1[CH:8]=[C:7]([CH2:6][CH2:5][CH2:4][OH:3])[CH:12]=[CH:11][C:10]=1[NH:13][C:14](=[O:18])[O:15][CH2:16][CH3:17], predict the reactants needed to synthesize it. The reactants are: [Br:1]Br.[OH:3][CH2:4][CH2:5][CH2:6][C:7]1[CH:12]=[CH:11][C:10]([NH:13][C:14](=[O:18])[O:15][CH2:16][CH3:17])=[CH:9][CH:8]=1.C([O-])(=O)C.[Na+].